This data is from Catalyst prediction with 721,799 reactions and 888 catalyst types from USPTO. The task is: Predict which catalyst facilitates the given reaction. (1) Reactant: [NH:1]([C:16]([O:18][C:19]([CH3:22])([CH3:21])[CH3:20])=[O:17])[C@H:2]([C:9]([O:11][C:12]([CH3:15])([CH3:14])[CH3:13])=[O:10])[CH2:3][CH2:4][C:5](=[O:8])[O:6][CH3:7]. The catalyst class is: 616. Product: [C:19]([O:18][C:16]([N:1]([C:9]([O:11][C:12]([CH3:15])([CH3:14])[CH3:13])=[O:10])[C@@H:2]([CH2:3][CH2:4][C:5]([O:6][CH3:7])=[O:8])[C:9]([O:11][C:12]([CH3:15])([CH3:13])[CH3:14])=[O:10])=[O:17])([CH3:22])([CH3:21])[CH3:20]. (2) Reactant: [CH3:1][CH2:2][CH:3]([OH:6])[CH2:4][CH3:5].[H-].[Na+].Cl[C:10]1[C:11]2[CH:20]=[CH:19][N:18]([C:21]3[C:26]([CH3:27])=[CH:25][C:24]([CH3:28])=[CH:23][C:22]=3[CH3:29])[C:12]=2[C:13](=[O:17])[N:14]([CH3:16])[N:15]=1. Product: [CH2:2]([CH:3]([O:6][C:10]1[C:11]2[CH:20]=[CH:19][N:18]([C:21]3[C:26]([CH3:27])=[CH:25][C:24]([CH3:28])=[CH:23][C:22]=3[CH3:29])[C:12]=2[C:13](=[O:17])[N:14]([CH3:16])[N:15]=1)[CH2:4][CH3:5])[CH3:1]. The catalyst class is: 18. (3) Reactant: FC(F)(F)C(O)=O.[OH:8][C:9]1([CH2:15][N:16]2[C:21](=[O:22])[C:20]3[S:23][N:24]=[C:25]([C:26]4[CH:31]=[CH:30][CH:29]=[CH:28][CH:27]=4)[C:19]=3[N:18]=[CH:17]2)[CH2:14][CH2:13][NH:12][CH2:11][CH2:10]1.CN(C(ON1N=NC2C=CC=NC1=2)=[N+](C)C)C.F[P-](F)(F)(F)(F)F.CCN(C(C)C)C(C)C.[F:65][C:66]1[CH:74]=[CH:73][C:69]([C:70](O)=[O:71])=[CH:68][CH:67]=1. Product: [F:65][C:66]1[CH:74]=[CH:73][C:69]([C:70]([N:12]2[CH2:13][CH2:14][C:9]([CH2:15][N:16]3[C:21](=[O:22])[C:20]4[S:23][N:24]=[C:25]([C:26]5[CH:31]=[CH:30][CH:29]=[CH:28][CH:27]=5)[C:19]=4[N:18]=[CH:17]3)([OH:8])[CH2:10][CH2:11]2)=[O:71])=[CH:68][CH:67]=1. The catalyst class is: 229. (4) Reactant: [NH:1]([C:27]([O:29][C:30]([CH3:33])([CH3:32])[CH3:31])=[O:28])[C@H:2]([C:18]([NH:20][C@H:21]([C:23]([O:25]C)=[O:24])[CH3:22])=[O:19])[CH2:3][C:4]1[CH:9]=[CH:8][C:7]([O:10][CH2:11][C:12]2[CH:17]=[CH:16][CH:15]=[CH:14][CH:13]=2)=[CH:6][CH:5]=1.[Li+].[OH-]. Product: [NH:1]([C:27]([O:29][C:30]([CH3:31])([CH3:33])[CH3:32])=[O:28])[C@H:2]([C:18]([NH:20][C@H:21]([C:23]([OH:25])=[O:24])[CH3:22])=[O:19])[CH2:3][C:4]1[CH:5]=[CH:6][C:7]([O:10][CH2:11][C:12]2[CH:17]=[CH:16][CH:15]=[CH:14][CH:13]=2)=[CH:8][CH:9]=1. The catalyst class is: 1.